This data is from Reaction yield outcomes from USPTO patents with 853,638 reactions. The task is: Predict the reaction yield, written as a fraction of the theoretical maximum amount of product (1.0 means a 100% yield; for example, 0.34 means a 34% yield). (1) The reactants are [C:1]([CH:3]1[CH2:8][CH2:7][N:6]([C:9]([C@H:11]([NH:16][C:17]([C:19]2[C:27]3[N:26]=[C:25](Br)[CH:24]=[N:23][C:22]=3[N:21]([CH2:29][O:30][CH2:31][CH2:32][Si:33]([CH3:36])([CH3:35])[CH3:34])[CH:20]=2)=[O:18])[C:12]([CH3:15])([CH3:14])[CH3:13])=[O:10])[CH2:5][CH2:4]1)#[N:2].[CH:37]1([CH2:40][N:41]2[CH:45]=[C:44]([Sn](CCCC)(CCCC)CCCC)[N:43]=[CH:42]2)[CH2:39][CH2:38]1. The catalyst is CN(C=O)C.C1C=CC([P]([Pd]([P](C2C=CC=CC=2)(C2C=CC=CC=2)C2C=CC=CC=2)([P](C2C=CC=CC=2)(C2C=CC=CC=2)C2C=CC=CC=2)[P](C2C=CC=CC=2)(C2C=CC=CC=2)C2C=CC=CC=2)(C2C=CC=CC=2)C2C=CC=CC=2)=CC=1.[Cu]I. The product is [C:1]([CH:3]1[CH2:8][CH2:7][N:6]([C:9]([C@H:11]([NH:16][C:17]([C:19]2[C:27]3[C:22](=[N:23][CH:24]=[C:25]([C:44]4[N:43]=[CH:42][N:41]([CH2:40][CH:37]5[CH2:39][CH2:38]5)[CH:45]=4)[N:26]=3)[N:21]([CH2:29][O:30][CH2:31][CH2:32][Si:33]([CH3:36])([CH3:35])[CH3:34])[CH:20]=2)=[O:18])[C:12]([CH3:15])([CH3:14])[CH3:13])=[O:10])[CH2:5][CH2:4]1)#[N:2]. The yield is 0.990. (2) The reactants are [BH4-].[Na+].CO.[CH3:5][O:6][C:7](=[O:32])[CH2:8][O:9][CH2:10]/[CH:11]=[CH:12]\[CH2:13][N:14]1[C@@H:19](/[CH:20]=[CH:21]/[C:22](=[O:30])[CH2:23][C:24]2[CH:29]=[CH:28][CH:27]=[CH:26][CH:25]=2)[CH2:18][CH2:17][CH2:16][C:15]1=[O:31]. The catalyst is C(Cl)Cl. The product is [CH3:5][O:6][C:7](=[O:32])[CH2:8][O:9][CH2:10]/[CH:11]=[CH:12]\[CH2:13][N:14]1[C:15](=[O:31])[CH2:16][CH2:17][CH2:18][C@@H:19]1/[CH:20]=[CH:21]/[CH:22]([OH:30])[CH2:23][C:24]1[CH:29]=[CH:28][CH:27]=[CH:26][CH:25]=1. The yield is 0.780. (3) The reactants are [CH:1]1([C:4]#[C:5][Si:6]([CH3:9])([CH3:8])[CH3:7])[CH2:3][CH2:2]1.[Li][CH2:11]CCC.S(OC)(OC)(=O)=O. The catalyst is CCOCC. The product is [CH3:7][Si:6]([CH3:9])([CH3:8])[C:5]#[C:4][C:1]1([CH3:11])[CH2:3][CH2:2]1. The yield is 0.520. (4) The reactants are [C:1]([O:5][CH2:6][C:7]1[CH:12]=[CH:11][CH:10]=[CH:9][CH:8]=1)(=[O:4])[NH:2][NH2:3].C(O)(=O)C.[CH3:17][C:18]([CH:21]=O)([CH3:20])[CH3:19]. The catalyst is CO. The product is [CH2:6]([O:5][C:1]([NH:2]/[N:3]=[CH:17]/[C:18]([CH3:21])([CH3:20])[CH3:19])=[O:4])[C:7]1[CH:12]=[CH:11][CH:10]=[CH:9][CH:8]=1. The yield is 0.961. (5) The reactants are [F:1][C:2]1[C:3]([CH2:26][N:27]([CH3:35])[C:28](=[O:34])[O:29][C:30]([CH3:33])([CH3:32])[CH3:31])=[CH:4][N:5](S(C2C=CC=CC=2)(=O)=O)[C:6]=1[C:7]1[C:8]([C:13]([F:16])([F:15])[F:14])=[N:9][CH:10]=[CH:11][CH:12]=1.[OH-].[Na+]. The catalyst is O1CCCC1.CO. The product is [F:1][C:2]1[C:3]([CH2:26][N:27]([CH3:35])[C:28](=[O:34])[O:29][C:30]([CH3:31])([CH3:32])[CH3:33])=[CH:4][NH:5][C:6]=1[C:7]1[C:8]([C:13]([F:15])([F:16])[F:14])=[N:9][CH:10]=[CH:11][CH:12]=1. The yield is 0.620. (6) The reactants are [CH:1]([C:4]1[CH:9]=[CH:8][C:7]([CH:10]2[C:14]3[C:15]([CH3:31])=[C:16]([O:21][CH2:22][CH:23]=[CH:24][C:25]4[CH:30]=[CH:29][CH:28]=[CH:27][CH:26]=4)[C:17]([CH3:20])=[C:18]([CH3:19])[C:13]=3[O:12][C:11]2([CH3:33])[CH3:32])=[CH:6][CH:5]=1)([CH3:3])[CH3:2]. The catalyst is C(O)C.[C].[Pd]. The product is [CH:1]([C:4]1[CH:5]=[CH:6][C:7]([CH:10]2[C:14]3[C:15]([CH3:31])=[C:16]([O:21][CH2:22][CH2:23][CH2:24][C:25]4[CH:26]=[CH:27][CH:28]=[CH:29][CH:30]=4)[C:17]([CH3:20])=[C:18]([CH3:19])[C:13]=3[O:12][C:11]2([CH3:33])[CH3:32])=[CH:8][CH:9]=1)([CH3:2])[CH3:3]. The yield is 0.760. (7) The yield is 0.350. The reactants are [NH2:1][C:2]1[CH:23]=[CH:22][C:5]2[N:6]([C:10]3[S:11][C:12]4[C:18](=[O:19])[CH2:17][C:16]([CH3:21])([CH3:20])[CH2:15][C:13]=4[N:14]=3)[CH2:7][CH2:8][O:9][C:4]=2[CH:3]=1.[C:24]1([S:30](Cl)(=[O:32])=[O:31])[CH:29]=[CH:28][CH:27]=[CH:26][CH:25]=1.N1C=CC=CC=1. The product is [CH3:21][C:16]1([CH3:20])[CH2:15][C:13]2[N:14]=[C:10]([N:6]3[C:5]4[CH:22]=[CH:23][C:2]([NH:1][S:30]([C:24]5[CH:29]=[CH:28][CH:27]=[CH:26][CH:25]=5)(=[O:32])=[O:31])=[CH:3][C:4]=4[O:9][CH2:8][CH2:7]3)[S:11][C:12]=2[C:18](=[O:19])[CH2:17]1. The catalyst is C(Cl)Cl. (8) The reactants are [F:1][C:2]([F:47])([C@H:8]1[C@H:13]([O:14][CH2:15][C:16]2[CH:21]=[CH:20][CH:19]=[CH:18][CH:17]=2)[C@@H:12]([O:22][CH2:23][C:24]2[CH:29]=[CH:28][CH:27]=[CH:26][CH:25]=2)[C@H:11]([O:30][CH2:31][C:32]2[CH:37]=[CH:36][CH:35]=[CH:34][CH:33]=2)[C@@H:10]([CH2:38][O:39][CH2:40][C:41]2[CH:46]=[CH:45][CH:44]=[CH:43][CH:42]=2)[O:9]1)[C:3]([O:5][CH2:6][CH3:7])=[O:4].[H-].C([Al+]CC(C)C)C(C)C. The catalyst is C1(C)C=CC=CC=1. The product is [CH2:6]([O:5][CH:3]([OH:4])[C:2]([F:1])([F:47])[C@H:8]1[C@H:13]([O:14][CH2:15][C:16]2[CH:17]=[CH:18][CH:19]=[CH:20][CH:21]=2)[C@@H:12]([O:22][CH2:23][C:24]2[CH:29]=[CH:28][CH:27]=[CH:26][CH:25]=2)[C@H:11]([O:30][CH2:31][C:32]2[CH:33]=[CH:34][CH:35]=[CH:36][CH:37]=2)[C@@H:10]([CH2:38][O:39][CH2:40][C:41]2[CH:42]=[CH:43][CH:44]=[CH:45][CH:46]=2)[O:9]1)[CH3:7]. The yield is 1.00. (9) The reactants are [C:1]([O:9][CH2:10][C@:11]1([O:44][CH2:43][C@@H:33]([O:34][C:35](=[O:42])[C:36]2[CH:41]=[CH:40][CH:39]=[CH:38][CH:37]=2)[C@@H:23]([O:24][C:25](=[O:32])[C:26]2[CH:31]=[CH:30][CH:29]=[CH:28][CH:27]=2)[C@@H:13]1[O:14][C:15](=[O:22])[C:16]1[CH:21]=[CH:20][CH:19]=[CH:18][CH:17]=1)[OH:12])(=[O:8])[C:2]1[CH:7]=[CH:6][CH:5]=[CH:4][CH:3]=1.[CH3:45]C(C)=O.C(=O)([O-])[O-].[K+].[K+]. No catalyst specified. The product is [C:1]([O:9][CH2:10][C@:11]1([O:44][CH2:43][C@@H:33]([O:34][C:35](=[O:42])[C:36]2[CH:41]=[CH:40][CH:39]=[CH:38][CH:37]=2)[C@@H:23]([O:24][C:25](=[O:32])[C:26]2[CH:27]=[CH:28][CH:29]=[CH:30][CH:31]=2)[C@@H:13]1[O:14][C:15](=[O:22])[C:16]1[CH:17]=[CH:18][CH:19]=[CH:20][CH:21]=1)[O:12][CH3:45])(=[O:8])[C:2]1[CH:3]=[CH:4][CH:5]=[CH:6][CH:7]=1. The yield is 0.980.